This data is from Reaction yield outcomes from USPTO patents with 853,638 reactions. The task is: Predict the reaction yield, written as a fraction of the theoretical maximum amount of product (1.0 means a 100% yield; for example, 0.34 means a 34% yield). The reactants are CN(C(ON1N=NC2C=CC=NC1=2)=[N+](C)C)C.F[P-](F)(F)(F)(F)F.[F:25][C:26]1[CH:27]=[C:28]([NH:37][C:38]([C@H:40]2[C:49]3[C:44](=[CH:45][C:46]([O:50][CH3:51])=[CH:47][CH:48]=3)[CH2:43][CH2:42][NH:41]2)=[O:39])[CH:29]=[C:30]([F:36])[C:31]=1[Si:32]([CH3:35])([CH3:34])[CH3:33].[C:52]([O:56][C:57](=[O:66])[CH2:58][C@H:59]1[CH2:62][C@H:61]([C:63](O)=[O:64])[CH2:60]1)([CH3:55])([CH3:54])[CH3:53].CCN(C(C)C)C(C)C. The catalyst is CN(C=O)C.O. The product is [F:25][C:26]1[CH:27]=[C:28]([NH:37][C:38]([C@H:40]2[C:49]3[C:44](=[CH:45][C:46]([O:50][CH3:51])=[CH:47][CH:48]=3)[CH2:43][CH2:42][N:41]2[C:63]([C@H:61]2[CH2:60][C@H:59]([CH2:58][C:57]([O:56][C:52]([CH3:55])([CH3:54])[CH3:53])=[O:66])[CH2:62]2)=[O:64])=[O:39])[CH:29]=[C:30]([F:36])[C:31]=1[Si:32]([CH3:33])([CH3:35])[CH3:34]. The yield is 0.820.